The task is: Regression/Classification. Given a drug SMILES string, predict its absorption, distribution, metabolism, or excretion properties. Task type varies by dataset: regression for continuous measurements (e.g., permeability, clearance, half-life) or binary classification for categorical outcomes (e.g., BBB penetration, CYP inhibition). Dataset: cyp2c19_veith.. This data is from CYP2C19 inhibition data for predicting drug metabolism from PubChem BioAssay. (1) The compound is O=C(c1ccco1)N1CCC[C@@]2(CCN(Cc3ccccc3)C2)C1. The result is 0 (non-inhibitor). (2) The compound is CCOC(=O)C1CCCN(C(=O)CSCc2ccccc2)C1. The result is 1 (inhibitor). (3) The compound is Cc1ccc(N(CC2=NCCN2)c2cccc(O)c2)cc1. The result is 1 (inhibitor). (4) The drug is O=C(Nc1cccc(Cl)c1Cl)c1snnc1-c1ccccc1. The result is 1 (inhibitor). (5) The drug is Cc1ccc(-c2cccc(OC(=O)c3ccccc3F)c2)cc1. The result is 1 (inhibitor). (6) The compound is Cc1cn[nH]c1. The result is 0 (non-inhibitor). (7) The result is 0 (non-inhibitor). The molecule is CCCCNC(=O)[C@@H]1Cc2ccccc2N1C(=O)[C@H](N)CC.